Dataset: Catalyst prediction with 721,799 reactions and 888 catalyst types from USPTO. Task: Predict which catalyst facilitates the given reaction. (1) Reactant: [CH3:1][N:2]([CH3:19])[C:3]1([C:13]2[CH:18]=[CH:17][CH:16]=[CH:15][CH:14]=2)[CH2:8][CH2:7][CH:6]([CH:9]=[CH:10][C:11]#[N:12])[CH2:5][CH2:4]1.[BH4-].[Na+].[H][H].Cl. Product: [NH2:12][CH2:11][CH2:10][CH2:9][CH:6]1[CH2:5][CH2:4][C:3]([N:2]([CH3:19])[CH3:1])([C:13]2[CH:14]=[CH:15][CH:16]=[CH:17][CH:18]=2)[CH2:8][CH2:7]1. The catalyst class is: 652. (2) Reactant: [CH3:1][C:2]1[CH:3]=[CH:4][C:5]([NH:21][C:22]([C:24]2[CH:25]=[CH:26][C:27]([CH2:30][N:31]3[CH2:36][CH2:35][N:34]([CH3:37])[CH2:33][CH2:32]3)=[CH:28][CH:29]=2)=[O:23])=[CH:6][C:7]=1[NH:8][C:9]1[N:10]=[CH:11][CH:12]=[C:13]([C:15]2[CH:16]=[CH:17][CH:18]=[N:19][CH:20]=2)[N:14]=1.[C:38]1([CH2:44][C:45]([O:47][CH2:48][I:49])=[O:46])[CH:43]=[CH:42][CH:41]=[CH:40][CH:39]=1. The catalyst class is: 4. Product: [I-:49].[CH3:37][N+:34]1([CH2:48][O:47][C:45](=[O:46])[CH2:44][C:38]2[CH:39]=[CH:40][CH:41]=[CH:42][CH:43]=2)[CH2:33][CH2:32][N:31]([CH2:30][C:27]2[CH:28]=[CH:29][C:24]([C:22](=[O:23])[NH:21][C:5]3[CH:4]=[CH:3][C:2]([CH3:1])=[C:7]([NH:8][C:9]4[N:14]=[C:13]([C:15]5[CH:20]=[N:19][CH:18]=[CH:17][CH:16]=5)[CH:12]=[CH:11][N:10]=4)[CH:6]=3)=[CH:25][CH:26]=2)[CH2:36][CH2:35]1. (3) The catalyst class is: 580. Product: [C:6]([C:5]1[CH:9]=[CH:10][C:2]([NH:12][C:13]([CH3:18])([CH3:17])[C:14]([OH:16])=[O:15])=[CH:3][C:4]=1[F:11])(=[O:7])[NH2:8]. Reactant: Br[C:2]1[CH:10]=[CH:9][C:5]([C:6]([NH2:8])=[O:7])=[C:4]([F:11])[CH:3]=1.[NH2:12][C:13]([CH3:18])([CH3:17])[C:14]([OH:16])=[O:15].C([O-])([O-])=O.[K+].[K+].C(C1CCCCC1=O)(=O)C. (4) The catalyst class is: 10. Product: [Cl:1][C:2]1[CH:21]=[CH:20][C:5]([CH2:6][N:7]([C:8]2[CH:9]=[C:10]3[C:14](=[CH:15][CH:16]=2)[C:13](=[O:17])[N:12]([CH2:18][CH3:19])[CH2:11]3)[S:34]([C:32]2[N:31]=[CH:30][N:29]([CH3:28])[CH:33]=2)(=[O:36])=[O:35])=[CH:4][CH:3]=1. Reactant: [Cl:1][C:2]1[CH:21]=[CH:20][C:5]([CH2:6][NH:7][C:8]2[CH:9]=[C:10]3[C:14](=[CH:15][CH:16]=2)[C:13](=[O:17])[N:12]([CH2:18][CH3:19])[CH2:11]3)=[CH:4][CH:3]=1.N1C=CC=CC=1.[CH3:28][N:29]1[CH:33]=[C:32]([S:34](Cl)(=[O:36])=[O:35])[N:31]=[CH:30]1. (5) Reactant: [NH2:1][C:2]1([C:13](OCC)=[O:14])[CH2:5][N:4]([C:6]([O:8][C:9]([CH3:12])([CH3:11])[CH3:10])=[O:7])[CH2:3]1.[Li+].[BH4-]. Product: [NH2:1][C:2]1([CH2:13][OH:14])[CH2:5][N:4]([C:6]([O:8][C:9]([CH3:10])([CH3:11])[CH3:12])=[O:7])[CH2:3]1. The catalyst class is: 1. (6) Product: [CH3:1][O:2][C:3](=[O:17])[C:4]1[CH:9]=[C:8]([CH:10]=[CH2:11])[C:7]([OH:12])=[C:6]([F:16])[CH:5]=1. The catalyst class is: 56. Reactant: [CH3:1][O:2][C:3](=[O:17])[C:4]1[CH:9]=[C:8]([CH:10]=[CH2:11])[C:7]([O:12]COC)=[C:6]([F:16])[CH:5]=1. (7) Reactant: [N+:1]([C:4]1[CH:5]=[CH:6][C:7]2[O:11][C:10]([C:12]([OH:14])=[O:13])=[CH:9][C:8]=2[CH:15]=1)([O-])=O.C(=O)([O-])[O-].[K+].[K+].Br[CH2:23][CH2:24][CH2:25][O:26][CH3:27].O. Product: [NH2:1][C:4]1[CH:5]=[CH:6][C:7]2[O:11][C:10]([C:12]([O:14][CH2:23][CH2:24][CH2:25][O:26][CH3:27])=[O:13])=[CH:9][C:8]=2[CH:15]=1. The catalyst class is: 3.